This data is from Catalyst prediction with 721,799 reactions and 888 catalyst types from USPTO. The task is: Predict which catalyst facilitates the given reaction. Reactant: [F:1][C:2]([F:19])([F:18])[O:3][C:4]1[CH:9]=[CH:8][C:7]([C:10]2[N:15]=[CH:14][C:13]([CH:16]=[O:17])=[CH:12][CH:11]=2)=[CH:6][CH:5]=1.[BH4-].[Na+]. Product: [F:19][C:2]([F:1])([F:18])[O:3][C:4]1[CH:5]=[CH:6][C:7]([C:10]2[N:15]=[CH:14][C:13]([CH2:16][OH:17])=[CH:12][CH:11]=2)=[CH:8][CH:9]=1. The catalyst class is: 14.